From a dataset of Peptide-MHC class I binding affinity with 185,985 pairs from IEDB/IMGT. Regression. Given a peptide amino acid sequence and an MHC pseudo amino acid sequence, predict their binding affinity value. This is MHC class I binding data. (1) The peptide sequence is RYQRMTGGY. The MHC is HLA-B35:01 with pseudo-sequence HLA-B35:01. The binding affinity (normalized) is 0.0847. (2) The peptide sequence is YNFVFSST. The MHC is H-2-Kb with pseudo-sequence H-2-Kb. The binding affinity (normalized) is 0.633. (3) The peptide sequence is SIKFKRKLM. The MHC is HLA-B57:01 with pseudo-sequence HLA-B57:01. The binding affinity (normalized) is 0.0847.